From a dataset of Forward reaction prediction with 1.9M reactions from USPTO patents (1976-2016). Predict the product of the given reaction. (1) Given the reactants [NH2:1][C:2]1[N:7]=[C:6]([CH3:8])[C:5]([Br:9])=[C:4]([CH3:10])[N:3]=1.[CH3:11][C:12](=O)[CH2:13][CH2:14][C:15](=O)[CH3:16].C1(C)C=CC(S(O)(=O)=O)=CC=1.O, predict the reaction product. The product is: [Br:9][C:5]1[C:4]([CH3:10])=[N:3][C:2]([N:1]2[C:15]([CH3:16])=[CH:14][CH:13]=[C:12]2[CH3:11])=[N:7][C:6]=1[CH3:8]. (2) Given the reactants [C:1]1([C@H:7]([NH2:9])[CH3:8])[CH:6]=[CH:5][CH:4]=[CH:3][CH:2]=1.[CH:10](=O)[C:11]1[CH:16]=[CH:15][CH:14]=[CH:13][CH:12]=1.[H][H], predict the reaction product. The product is: [CH2:10]([NH:9][C@@H:7]([C:1]1[CH:6]=[CH:5][CH:4]=[CH:3][CH:2]=1)[CH3:8])[C:11]1[CH:16]=[CH:15][CH:14]=[CH:13][CH:12]=1. (3) Given the reactants C(OC([N:8]1[CH2:13][CH2:12][CH:11]([CH2:14][C:15]2[CH:20]=[CH:19][CH:18]=[CH:17][C:16]=2[C:21]([N:23]2[CH2:37][C:26]3=[C:27]4[N:32]([N:33]=[C:25]3[CH2:24]2)[C:31]([CH3:34])=[C:30]([Cl:35])[C:29]([CH3:36])=[N:28]4)=[O:22])[CH2:10][CH2:9]1)=O)(C)(C)C.C(O)(C(F)(F)F)=O, predict the reaction product. The product is: [Cl:35][C:30]1[C:29]([CH3:36])=[N:28][C:27]2[N:32]([N:33]=[C:25]3[CH2:24][N:23]([C:21]([C:16]4[CH:17]=[CH:18][CH:19]=[CH:20][C:15]=4[CH2:14][CH:11]4[CH2:12][CH2:13][NH:8][CH2:9][CH2:10]4)=[O:22])[CH2:37][C:26]3=2)[C:31]=1[CH3:34]. (4) Given the reactants [C:1]([C:3](=[CH:7][C:8]([CH3:11])([CH3:10])[CH3:9])[C:4]([OH:6])=O)#[N:2].CN(C(ON1N=NC2C=CC=NC1=2)=[N+](C)C)C.F[P-](F)(F)(F)(F)F.Cl.[NH2:37][C:38]1[N:46]=[CH:45][N:44]=[C:43]2[C:39]=1[N:40]([C:54]1[CH:59]=[CH:58][C:57]([O:60][C:61]3[CH:66]=[CH:65][CH:64]=[CH:63][CH:62]=3)=[CH:56][CH:55]=1)[C:41](=[O:53])[N:42]2[CH2:47][C@@H:48]1[CH2:52][CH2:51][CH2:50][NH:49]1.CCN(C(C)C)C(C)C, predict the reaction product. The product is: [NH2:37][C:38]1[N:46]=[CH:45][N:44]=[C:43]2[C:39]=1[N:40]([C:54]1[CH:59]=[CH:58][C:57]([O:60][C:61]3[CH:66]=[CH:65][CH:64]=[CH:63][CH:62]=3)=[CH:56][CH:55]=1)[C:41](=[O:53])[N:42]2[CH2:47][C@@H:48]1[CH2:52][CH2:51][CH2:50][N:49]1[C:4]([C:3](=[CH:7][C:8]([CH3:11])([CH3:10])[CH3:9])[C:1]#[N:2])=[O:6]. (5) Given the reactants [Br:1][C:2]1[C:11]2[C:10]([S:12](Cl)(=[O:14])=[O:13])=[CH:9][CH:8]=[CH:7][C:6]=2[CH:5]=[N:4][CH:3]=1.[C:16]([O:20][C:21]([NH:23][CH:24]1[CH2:28][CH2:27][NH:26][CH2:25]1)=[O:22])([CH3:19])([CH3:18])[CH3:17].C(N(CC)CC)C, predict the reaction product. The product is: [C:16]([O:20][C:21]([NH:23][CH:24]1[CH2:28][CH2:27][N:26]([S:12]([C:10]2[C:11]3[C:2]([Br:1])=[CH:3][N:4]=[CH:5][C:6]=3[CH:7]=[CH:8][CH:9]=2)(=[O:14])=[O:13])[CH2:25]1)=[O:22])([CH3:19])([CH3:17])[CH3:18]. (6) Given the reactants [CH2:1]([O:3][C:4](=[O:14])[CH2:5]P(OCC)(OCC)=O)[CH3:2].[H-].[Na+].[O:17]=[C:18]1[C:23]([CH2:24][C:25]2[CH:30]=[CH:29][C:28]([C:31]3[C:32]([C:37]#[N:38])=[CH:33][CH:34]=[CH:35][CH:36]=3)=[CH:27][CH:26]=2)=[C:22]([CH2:39][CH2:40][CH3:41])[N:21]2[N:42]=[CH:43][N:44]=[C:20]2[N:19]1[CH:45]1[CH2:50][CH2:49][C:48](=O)[CH2:47][CH2:46]1, predict the reaction product. The product is: [C:37]([C:32]1[CH:33]=[CH:34][CH:35]=[CH:36][C:31]=1[C:28]1[CH:27]=[CH:26][C:25]([CH2:24][C:23]2[C:18](=[O:17])[N:19]([CH:45]3[CH2:50][CH2:49][C:48](=[CH:5][C:4]([O:3][CH2:1][CH3:2])=[O:14])[CH2:47][CH2:46]3)[C:20]3[N:21]([N:42]=[CH:43][N:44]=3)[C:22]=2[CH2:39][CH2:40][CH3:41])=[CH:30][CH:29]=1)#[N:38].